This data is from Forward reaction prediction with 1.9M reactions from USPTO patents (1976-2016). The task is: Predict the product of the given reaction. The product is: [CH2:10]([O:8][C:7](=[O:9])[C@H:2]([CH2:3][CH:4]([CH3:6])[CH3:5])[NH2:1])[CH2:11][CH2:12][CH2:13][CH2:14][CH2:15][CH2:16][CH3:17]. Given the reactants [NH2:1][C@H:2]([C:7]([OH:9])=[O:8])[CH2:3][CH:4]([CH3:6])[CH3:5].[CH2:10](O)[CH2:11][CH2:12][CH2:13][CH2:14][CH2:15][CH2:16][CH3:17], predict the reaction product.